Dataset: Reaction yield outcomes from USPTO patents with 853,638 reactions. Task: Predict the reaction yield, written as a fraction of the theoretical maximum amount of product (1.0 means a 100% yield; for example, 0.34 means a 34% yield). (1) The reactants are [Br:1][C:2]1[CH:3]=[CH:4][C:5]([F:9])=[C:6]([OH:8])[CH:7]=1.[CH3:10][N:11]1[C:15]([CH2:16]O)=[N:14][CH:13]=[N:12]1.C1(P(C2C=CC=CC=2)C2C=CC=CC=2)C=CC=CC=1.N(C(OC(C)C)=O)=NC(OC(C)C)=O. The catalyst is O1CCCC1.C(O)(=O)C. The product is [Br:1][C:2]1[CH:3]=[CH:4][C:5]([F:9])=[C:6]([CH:7]=1)[O:8][CH2:16][C:15]1[N:11]([CH3:10])[N:12]=[CH:13][N:14]=1. The yield is 0.370. (2) The reactants are [F:1][C:2]1[CH:3]=[C:4]2[C:9](=[C:10]([NH2:12])[CH:11]=1)[N:8]=[CH:7][CH:6]=[CH:5]2.[N:13]1[CH:18]=[CH:17][CH:16]=[CH:15][C:14]=1[S:19](Cl)(=[O:21])=[O:20].N1C=CC=CC=1. The catalyst is CN(C1C=CN=CC=1)C.C(Cl)Cl. The product is [F:1][C:2]1[CH:3]=[C:4]2[C:9](=[C:10]([NH:12][S:19]([C:14]3[CH:15]=[CH:16][CH:17]=[CH:18][N:13]=3)(=[O:21])=[O:20])[CH:11]=1)[N:8]=[CH:7][CH:6]=[CH:5]2. The yield is 0.430. (3) The reactants are [NH2:1][N:2]1[CH2:6][CH2:5][O:4][C:3]1=[O:7].[F:8][C:9]1[CH:18]=[C:17]2[C:12]([CH:13]=[CH:14][CH:15]=[N:16]2)=[CH:11][C:10]=1[CH2:19][C:20]1[N:24]2[N:25]=[C:26]([C:29](=O)[CH3:30])[CH:27]=[CH:28][C:23]2=[N:22][CH:21]=1. No catalyst specified. The product is [F:8][C:9]1[CH:18]=[C:17]2[C:12]([CH:13]=[CH:14][CH:15]=[N:16]2)=[CH:11][C:10]=1[CH2:19][C:20]1[N:24]2[N:25]=[C:26](/[C:29](=[N:1]/[N:2]3[CH2:6][CH2:5][O:4][C:3]3=[O:7])/[CH3:30])[CH:27]=[CH:28][C:23]2=[N:22][CH:21]=1. The yield is 0.240. (4) The reactants are [CH:1]([NH:4][C:5]1[C:10]2[C:11]([C:14]3[CH:19]=[C:18]([C:20]([F:23])([F:22])[F:21])N=[CH:16][N:15]=3)=[N:12][NH:13][C:9]=2[CH:8]=[CH:7][N:6]=1)([CH3:3])[CH3:2].[CH:24](NC1C2C([Sn](C)(C)C)=NN(CC3C=CC(OC)=CC=3)C=2C=CN=1)(C)C.BrC1C=C(C(F)(F)F)C=CN=1. No catalyst specified. The product is [CH:1]([NH:4][C:5]1[C:10]2[C:11]([C:14]3[CH:19]=[C:18]([C:20]([F:21])([F:23])[F:22])[CH:24]=[CH:16][N:15]=3)=[N:12][NH:13][C:9]=2[CH:8]=[CH:7][N:6]=1)([CH3:2])[CH3:3]. The yield is 0.250. (5) The reactants are [CH3:1][O:2][C:3]1[CH:4]=[C:5]([CH:34]=[CH:35][C:36]=1[O:37][CH3:38])[CH2:6][O:7][C:8]1[CH:32]=[CH:31][C:11]([C:12]([NH:14][C:15]2[CH:23]=[CH:22][C:21]([O:24][C:25]3[CH:30]=[CH:29][CH:28]=[CH:27][CH:26]=3)=[CH:20][C:16]=2[C:17](O)=[O:18])=[O:13])=[CH:10][C:9]=1[Cl:33].C1C=CC2N(O)N=NC=2C=1.C(N=C=NC(C)C)(C)C.[CH3:58][O:59][C:60]1[CH:68]=[CH:67][CH:66]=[CH:65][C:61]=1[CH2:62][CH2:63][NH2:64]. The catalyst is CN(C=O)C. The product is [Cl:33][C:9]1[CH:10]=[C:11]([CH:31]=[CH:32][C:8]=1[O:7][CH2:6][C:5]1[CH:34]=[CH:35][C:36]([O:37][CH3:38])=[C:3]([O:2][CH3:1])[CH:4]=1)[C:12]([NH:14][C:15]1[CH:23]=[CH:22][C:21]([O:24][C:25]2[CH:26]=[CH:27][CH:28]=[CH:29][CH:30]=2)=[CH:20][C:16]=1[C:17]([NH:64][CH2:63][CH2:62][C:61]1[CH:65]=[CH:66][CH:67]=[CH:68][C:60]=1[O:59][CH3:58])=[O:18])=[O:13]. The yield is 0.730.